From a dataset of Full USPTO retrosynthesis dataset with 1.9M reactions from patents (1976-2016). Predict the reactants needed to synthesize the given product. Given the product [CH2:14]([O:13][C:9]([CH:10]1[CH:8]2[N:1]([CH2:2][CH2:6][CH2:7]2)[CH2:16][CH2:11]1)=[O:12])[CH3:15], predict the reactants needed to synthesize it. The reactants are: [NH:1]1[CH2:8][CH2:7][CH2:6][C@H:2]1C(O)=O.[C:9]([O:13][CH2:14][CH3:15])(=[O:12])[CH:10]=[CH2:11].[CH2:16]=O.